Predict the reactants needed to synthesize the given product. From a dataset of Full USPTO retrosynthesis dataset with 1.9M reactions from patents (1976-2016). (1) Given the product [Br:1][C:2]1[C:3]([N:23]2[CH2:28][CH2:27][CH2:26][C@@H:25]([NH:29][C:30](=[O:36])[O:31][C:32]([CH3:34])([CH3:33])[CH3:35])[CH2:24]2)=[C:4]2[C:10]([NH:11][C:12](=[O:21])[C:13]3[CH:18]=[CH:17][CH:16]=[C:15]([O:19][CH3:20])[CH:14]=3)=[CH:9][NH:8][C:5]2=[N:6][CH:7]=1, predict the reactants needed to synthesize it. The reactants are: [Br:1][C:2]1[C:3](F)=[C:4]2[C:10]([NH:11][C:12](=[O:21])[C:13]3[CH:18]=[CH:17][CH:16]=[C:15]([O:19][CH3:20])[CH:14]=3)=[CH:9][NH:8][C:5]2=[N:6][CH:7]=1.[NH:23]1[CH2:28][CH2:27][CH2:26][C@@H:25]([NH:29][C:30](=[O:36])[O:31][C:32]([CH3:35])([CH3:34])[CH3:33])[CH2:24]1.CC#N.O. (2) Given the product [N:23]1([C:18]([C:12]2[S:13][C:14]3[CH2:15][CH2:16][O:17][C:8]4[CH:7]=[C:6]([C:4]5[CH:5]=[N:1][NH:2][CH:3]=5)[CH:22]=[CH:21][C:9]=4[C:10]=3[N:11]=2)=[O:20])[CH2:30][CH2:29][CH2:28][CH2:27][CH2:26][CH2:25][CH2:24]1, predict the reactants needed to synthesize it. The reactants are: [NH:1]1[CH:5]=[C:4]([C:6]2[CH:22]=[CH:21][C:9]3[C:10]4[N:11]=[C:12]([C:18]([OH:20])=O)[S:13][C:14]=4[CH2:15][CH2:16][O:17][C:8]=3[CH:7]=2)[CH:3]=[N:2]1.[NH:23]1[CH2:30][CH2:29][CH2:28][CH2:27][CH2:26][CH2:25][CH2:24]1.